Task: Regression/Classification. Given a drug SMILES string, predict its absorption, distribution, metabolism, or excretion properties. Task type varies by dataset: regression for continuous measurements (e.g., permeability, clearance, half-life) or binary classification for categorical outcomes (e.g., BBB penetration, CYP inhibition). Dataset: cyp1a2_veith.. Dataset: CYP1A2 inhibition data for predicting drug metabolism from PubChem BioAssay (1) The drug is CCOc1ccc(C(=O)NN2C(=O)C3C4C=CC(O4)C3C2=O)cc1. The result is 0 (non-inhibitor). (2) The drug is COc1ccc(CCNc2nc(-c3cccnc3)cs2)cc1OC. The result is 1 (inhibitor).